This data is from Plasma protein binding rate (PPBR) regression data from AstraZeneca. The task is: Regression/Classification. Given a drug SMILES string, predict its absorption, distribution, metabolism, or excretion properties. Task type varies by dataset: regression for continuous measurements (e.g., permeability, clearance, half-life) or binary classification for categorical outcomes (e.g., BBB penetration, CYP inhibition). For this dataset (ppbr_az), we predict Y. (1) The compound is Cc1sc2c(c1C)c(=O)n(-c1ccc(F)cc1)c(=O)n2CC(=O)NCc1ccco1. The Y is 97.3 %. (2) The drug is Cc1ccc(CCNC(=O)c2ccc3sc(CO)nc3c2)cc1. The Y is 97.1 %. (3) The drug is Cc1ccc(-c2csc3ncnc(O)c23)cc1. The Y is 96.1 %. (4) The compound is Nc1nnc(-c2cccc(Cl)c2Cl)c(N)n1. The Y is 55.7 %.